Dataset: Forward reaction prediction with 1.9M reactions from USPTO patents (1976-2016). Task: Predict the product of the given reaction. Given the reactants [Br:1][C:2]1[S:3][C:4]([C:8]([OH:10])=O)=[C:5]([Br:7])[N:6]=1.S(Cl)(Cl)=O.CN(C)C=O.C(N(CC)CC)C.[CH2:27]([NH2:30])[CH:28]=[CH2:29], predict the reaction product. The product is: [CH2:27]([NH:30][C:8]([C:4]1[S:3][C:2]([Br:1])=[N:6][C:5]=1[Br:7])=[O:10])[CH:28]=[CH2:29].